This data is from Full USPTO retrosynthesis dataset with 1.9M reactions from patents (1976-2016). The task is: Predict the reactants needed to synthesize the given product. (1) Given the product [Br-:11].[OH:14][CH2:13][CH2:12][N+:6]1[C:5]2[CH:7]=[CH:8][CH:9]=[CH:10][C:4]=2[S:3][C:2]=1[CH3:1], predict the reactants needed to synthesize it. The reactants are: [CH3:1][C:2]1[S:3][C:4]2[CH:10]=[CH:9][CH:8]=[CH:7][C:5]=2[N:6]=1.[Br:11][CH2:12][CH2:13][OH:14]. (2) Given the product [Br:23][C:24]1[CH:29]=[C:28]([F:30])[CH:27]=[CH:26][C:25]=1[S:31]([NH:1][C:2]1[C:11]([C:12]([O:14][CH3:15])=[O:13])=[C:10]2[C:5]([CH:6]3[CH2:16][CH:7]3[CH2:8][O:9]2)=[CH:4][CH:3]=1)(=[O:33])=[O:32], predict the reactants needed to synthesize it. The reactants are: [NH2:1][C:2]1[C:11]([C:12]([O:14][CH3:15])=[O:13])=[C:10]2[C:5]([CH:6]3[CH2:16][CH:7]3[CH2:8][O:9]2)=[CH:4][CH:3]=1.N1C=CC=CC=1.[Br:23][C:24]1[CH:29]=[C:28]([F:30])[CH:27]=[CH:26][C:25]=1[S:31](Cl)(=[O:33])=[O:32]. (3) Given the product [F:1][C:2]1[CH:7]=[CH:6][C:5]([N:8]2[CH2:13][CH2:12][N:11]([S:14]([C:17]3[CH:22]=[CH:21][CH:20]=[C:19]([C:63]([C:65]([F:68])([F:67])[F:66])=[CH2:64])[CH:18]=3)(=[O:16])=[O:15])[C@H:10]([CH3:32])[CH2:9]2)=[C:4]([C:33]([F:34])([F:36])[F:35])[CH:3]=1, predict the reactants needed to synthesize it. The reactants are: [F:1][C:2]1[CH:7]=[CH:6][C:5]([N:8]2[CH2:13][CH2:12][N:11]([S:14]([C:17]3[CH:22]=[CH:21][CH:20]=[C:19](B4OC(C)(C)C(C)(C)O4)[CH:18]=3)(=[O:16])=[O:15])[C@H:10]([CH3:32])[CH2:9]2)=[C:4]([C:33]([F:36])([F:35])[F:34])[CH:3]=1.C1C=CC(P(C2C=CC=CC=2)C2C=CC=CC=2)=CC=1.C([O-])([O-])=O.[Na+].[Na+].Br[C:63]([C:65]([F:68])([F:67])[F:66])=[CH2:64]. (4) Given the product [ClH:1].[NH2:16][C:13]1[CH:12]=[CH:11][C:10]([NH:9][C:7]2[CH:6]=[C:5]([CH3:20])[N:4]=[C:3]([NH2:2])[N:8]=2)=[CH:15][CH:14]=1, predict the reactants needed to synthesize it. The reactants are: [ClH:1].[NH2:2][C:3]1[N:8]=[C:7]([NH:9][C:10]2[CH:15]=[CH:14][C:13]([NH:16]C(=O)C)=[CH:12][CH:11]=2)[CH:6]=[C:5]([CH3:20])[N:4]=1. (5) Given the product [Br:29][C:26]1[CH:27]=[CH:28][C:23]([C:20]2[CH:19]=[CH:18][C:17](/[C:15](/[CH3:16])=[CH:14]/[CH2:13][O:12][C:9]3[CH:8]=[CH:7][C:6]([CH2:5][C:4]([OH:30])=[O:3])=[CH:11][CH:10]=3)=[CH:22][CH:21]=2)=[CH:24][CH:25]=1, predict the reactants needed to synthesize it. The reactants are: C([O:3][C:4](=[O:30])[CH2:5][C:6]1[CH:11]=[CH:10][C:9]([O:12][CH2:13]/[CH:14]=[C:15](/[C:17]2[CH:22]=[CH:21][C:20]([C:23]3[CH:28]=[CH:27][C:26]([Br:29])=[CH:25][CH:24]=3)=[CH:19][CH:18]=2)\[CH3:16])=[CH:8][CH:7]=1)C.C(O)C. (6) Given the product [Cl:1][C:2]1[CH:3]=[CH:4][C:5]([NH:8][C:9]([C:11]2[CH:16]=[C:15]([Cl:27])[CH:14]=[C:13]([O:17][CH3:18])[C:12]=2[NH2:19])=[O:10])=[N:6][CH:7]=1, predict the reactants needed to synthesize it. The reactants are: [Cl:1][C:2]1[CH:3]=[CH:4][C:5]([NH:8][C:9]([C:11]2[CH:16]=[CH:15][CH:14]=[C:13]([O:17][CH3:18])[C:12]=2[NH2:19])=[O:10])=[N:6][CH:7]=1.C1C(=O)N([Cl:27])C(=O)C1. (7) The reactants are: [CH3:1][NH:2][C:3]1[CH:8]=[CH:7][C:6]([C:9]2[S:10][C:11]3[CH:17]=[C:16]([OH:18])[CH:15]=[CH:14][C:12]=3[CH:13]=2)=[CH:5][CH:4]=1.C(=O)([O-])[O-].[K+].[K+].[Si:25]([O:32][CH:33](Br)[CH3:34])([C:28]([CH3:31])([CH3:30])[CH3:29])([CH3:27])[CH3:26].[Cl-].[NH4+]. Given the product [CH3:1][NH:2][C:3]1[CH:8]=[CH:7][C:6]([C:9]2[S:10][C:11]3[CH:17]=[C:16]([O:18][CH2:34][CH2:33][O:32][Si:25]([C:28]([CH3:31])([CH3:30])[CH3:29])([CH3:27])[CH3:26])[CH:15]=[CH:14][C:12]=3[CH:13]=2)=[CH:5][CH:4]=1, predict the reactants needed to synthesize it.